The task is: Predict the reaction yield, written as a fraction of the theoretical maximum amount of product (1.0 means a 100% yield; for example, 0.34 means a 34% yield).. This data is from Reaction yield outcomes from USPTO patents with 853,638 reactions. (1) The reactants are C1C(=O)N([Br:8])C(=O)C1.[CH2:9]([O:12][C:13]1[CH:18]=[CH:17][C:16]([C:19]2[CH:23]=[C:22]([CH2:24][C:25]([O:27][CH2:28][CH2:29][CH3:30])=[O:26])[O:21][N:20]=2)=[C:15]([C:31]([F:34])([F:33])[F:32])[CH:14]=1)[CH2:10][CH3:11].BrC(C1ON=C(C2C=CC(OCCC)=CC=2C(F)(F)F)C=1)C(OCC)=O. No catalyst specified. The product is [Br:8][CH:24]([C:22]1[O:21][N:20]=[C:19]([C:16]2[CH:17]=[CH:18][C:13]([O:12][CH2:9][CH2:10][CH3:11])=[CH:14][C:15]=2[C:31]([F:33])([F:34])[F:32])[CH:23]=1)[C:25]([O:27][CH2:28][CH2:29][CH3:30])=[O:26]. The yield is 0.520. (2) The reactants are [CH2:1]([O:5][C:6]1[CH:11]=[CH:10][C:9]([CH2:12][C@H:13]([NH:18][C:19]([C@@H:21](/[CH:31]=[CH:32]/[CH2:33][CH2:34][CH2:35][CH2:36][CH2:37][CH2:38][S:39]([CH2:42][CH2:43][CH2:44][CH2:45][CH2:46][CH2:47][CH3:48])(=[O:41])=[O:40])[C@@:22]([OH:30])([CH2:26][CH2:27][O:28][CH3:29])[C:23]([O-:25])=[O:24])=[O:20])[C:14]([O:16][CH3:17])=[O:15])=[CH:8][CH:7]=1)[C:2]#[C:3][CH3:4].FC(F)(F)C(O)=O. The catalyst is ClCCl. The product is [CH2:1]([O:5][C:6]1[CH:11]=[CH:10][C:9]([CH2:12][C@H:13]([NH:18][C:19]([C@@H:21](/[CH:31]=[CH:32]/[CH2:33][CH2:34][CH2:35][CH2:36][CH2:37][CH2:38][S:39]([CH2:42][CH2:43][CH2:44][CH2:45][CH2:46][CH2:47][CH3:48])(=[O:40])=[O:41])[C@@:22]([OH:30])([CH2:26][CH2:27][O:28][CH3:29])[C:23]([OH:25])=[O:24])=[O:20])[C:14]([O:16][CH3:17])=[O:15])=[CH:8][CH:7]=1)[C:2]#[C:3][CH3:4]. The yield is 0.740. (3) The reactants are [Cl:1][C:2]1[CH:3]=[C:4]2[C:9](=[CH:10][CH:11]=1)[CH:8]=[C:7]([S:12]([N:15]1[CH2:20][CH2:19][N:18]([C:21](=[O:36])[C:22]3[CH:27]=[CH:26][C:25]([C:28]4[CH:33]=[CH:32][N:31]=[C:30]([CH2:34]O)[CH:29]=4)=[CH:24][CH:23]=3)[CH2:17][CH2:16]1)(=[O:14])=[O:13])[CH:6]=[CH:5]2.Cl.[CH3:38][NH:39][CH3:40].C(=O)([O-])[O-].[K+].[K+]. The product is [ClH:1].[Cl:1][C:2]1[CH:3]=[C:4]2[C:9](=[CH:10][CH:11]=1)[CH:8]=[C:7]([S:12]([N:15]1[CH2:16][CH2:17][N:18]([C:21](=[O:36])[C:22]3[CH:23]=[CH:24][C:25]([C:28]4[CH:33]=[CH:32][N:31]=[C:30]([CH2:34][N:39]([CH3:40])[CH3:38])[CH:29]=4)=[CH:26][CH:27]=3)[CH2:19][CH2:20]1)(=[O:13])=[O:14])[CH:6]=[CH:5]2. No catalyst specified. The yield is 0.210. (4) The reactants are [OH:1][C:2]1[CH:10]=[CH:9][C:8]([C:11]2[N:12]([C:27]([O:29][C:30]([CH3:33])([CH3:32])[CH3:31])=[O:28])[C:13]3[C:18]([CH:19]=2)=[CH:17][C:16]([CH2:20][N:21]2[CH2:26][CH2:25][CH2:24][CH2:23][CH2:22]2)=[CH:15][CH:14]=3)=[C:7]2[C:3]=1[CH2:4][NH:5][C:6]2=[O:34].C(N(CC)CC)C.[CH3:42][O:43][C:44]1[CH:45]=[C:46]([S:52](Cl)(=[O:54])=[O:53])[CH:47]=[CH:48][C:49]=1[O:50][CH3:51]. The catalyst is C(#N)C. The product is [CH3:42][O:43][C:44]1[CH:45]=[C:46]([S:52]([O:1][C:2]2[CH:10]=[CH:9][C:8]([C:11]3[N:12]([C:27]([O:29][C:30]([CH3:31])([CH3:33])[CH3:32])=[O:28])[C:13]4[C:18]([CH:19]=3)=[CH:17][C:16]([CH2:20][N:21]3[CH2:26][CH2:25][CH2:24][CH2:23][CH2:22]3)=[CH:15][CH:14]=4)=[C:7]3[C:3]=2[CH2:4][NH:5][C:6]3=[O:34])(=[O:53])=[O:54])[CH:47]=[CH:48][C:49]=1[O:50][CH3:51]. The yield is 0.460. (5) The reactants are Br[C:2]1[N:6]([CH3:7])[CH:5]=[N:4][CH:3]=1.CCN(C(C)C)C(C)C.C([Mg]Cl)(C)C.[Cl:22][C:23]1[CH:54]=[CH:53][C:26]([C:27]([C:29]2[CH:30]=[C:31]3[C:36](=[N:37][CH:38]=2)[N:35]([CH3:39])[C:34](=[O:40])[CH:33]=[C:32]3[C:41]2[CH:46]=[CH:45][CH:44]=[C:43]([C:47]#[C:48][Si:49]([CH3:52])([CH3:51])[CH3:50])[CH:42]=2)=[O:28])=[CH:25][CH:24]=1. The catalyst is C(Cl)Cl. The product is [Cl:22][C:23]1[CH:54]=[CH:53][C:26]([C:27]([OH:28])([C:2]2[N:6]([CH3:7])[CH:5]=[N:4][CH:3]=2)[C:29]2[CH:30]=[C:31]3[C:36](=[N:37][CH:38]=2)[N:35]([CH3:39])[C:34](=[O:40])[CH:33]=[C:32]3[C:41]2[CH:46]=[CH:45][CH:44]=[C:43]([C:47]#[C:48][Si:49]([CH3:50])([CH3:52])[CH3:51])[CH:42]=2)=[CH:25][CH:24]=1. The yield is 0.360. (6) The reactants are Cl.[CH:2]1([N:5]2[CH2:10][C:9]3([CH2:15][CH2:14][NH:13][CH2:12][CH2:11]3)[O:8][CH2:7][C:6]2=[O:16])[CH2:4][CH2:3]1.[Br:17][C:18]1[CH:23]=[CH:22][C:21]([S:24](Cl)(=[O:26])=[O:25])=[CH:20][C:19]=1[O:28][CH3:29]. The catalyst is ClCCl. The product is [Br:17][C:18]1[CH:23]=[CH:22][C:21]([S:24]([N:13]2[CH2:12][CH2:11][C:9]3([O:8][CH2:7][C:6](=[O:16])[N:5]([CH:2]4[CH2:4][CH2:3]4)[CH2:10]3)[CH2:15][CH2:14]2)(=[O:26])=[O:25])=[CH:20][C:19]=1[O:28][CH3:29]. The yield is 0.320. (7) The reactants are [CH3:1]OC(=O)C1C=CC(N(CC2C=CC=CC=2)S(C2C=CC(OC)=CC=2)(=O)=O)=CC=1.N1[CH:35]=[CH:34][CH:33]=[CH:32][C:31]=1[CH2:36][NH:37][CH2:38][C:39]1[CH:46]=[CH:45][C:42]([C:43]#[N:44])=[CH:41][CH:40]=1.[Cl:47][C:48]1[CH:49]=[C:50]([S:55](Cl)(=[O:57])=[O:56])[CH:51]=[CH:52][C:53]=1[Cl:54]. No catalyst specified. The product is [CH2:36]([N:37]([CH2:38][C:39]1[CH:46]=[CH:45][C:42]([C:43]#[N:44])=[CH:41][CH:40]=1)[S:55]([C:50]1[CH:51]=[CH:52][C:53]([Cl:54])=[C:48]([Cl:47])[CH:49]=1)(=[O:57])=[O:56])[C:31]1[CH:1]=[CH:35][CH:34]=[CH:33][CH:32]=1. The yield is 0.770. (8) The reactants are [CH3:1][S:2][C:3]1[N:8]=[C:7]([CH2:9][OH:10])[CH:6]=[CH:5][N:4]=1.[Cl:11][C:12]1[CH:17]=[CH:16][C:15](O)=[CH:14][CH:13]=1.C1(P(C2C=CC=CC=2)C2C=CC=CC=2)C=CC=CC=1.N(C(N1CCCCC1)=O)=NC(N1CCCCC1)=O. The catalyst is C1COCC1. The product is [Cl:11][C:12]1[CH:17]=[CH:16][C:15]([O:10][CH2:9][C:7]2[CH:6]=[CH:5][N:4]=[C:3]([S:2][CH3:1])[N:8]=2)=[CH:14][CH:13]=1. The yield is 0.940.